This data is from Full USPTO retrosynthesis dataset with 1.9M reactions from patents (1976-2016). The task is: Predict the reactants needed to synthesize the given product. (1) The reactants are: CC(C)([O-])C.[K+].[C:7]([C:11]1[CH:15]=[C:14]([C:16]([O:18][CH2:19][CH3:20])=[O:17])[NH:13][N:12]=1)([CH3:10])([CH3:9])[CH3:8].C([O:25][C:26](=[O:29])[CH2:27]Br)(C)(C)C.[NH4+].[Cl-]. Given the product [C:7]([C:11]1[CH:15]=[C:14]([C:16]([O:18][CH2:19][CH3:20])=[O:17])[N:13]([CH2:27][C:26]([OH:29])=[O:25])[N:12]=1)([CH3:10])([CH3:8])[CH3:9], predict the reactants needed to synthesize it. (2) Given the product [Cl:1][C:2]1[C:7]([O:8][CH3:9])=[CH:6][CH:5]=[C:4]([Cl:10])[C:3]=1[NH:11][C:12](=[O:13])[N:15]([CH3:14])[C:16]1[CH:21]=[C:20]([NH:22][C:23]2[CH:28]=[CH:27][C:26]([N:29]3[CH2:34][CH2:33][N:32]([CH3:35])[CH2:31][CH2:30]3)=[CH:25][CH:24]=2)[N:19]=[CH:18][N:17]=1, predict the reactants needed to synthesize it. The reactants are: [Cl:1][C:2]1[C:7]([O:8][CH3:9])=[CH:6][CH:5]=[C:4]([Cl:10])[C:3]=1[N:11]=[C:12]=[O:13].[CH3:14][NH:15][C:16]1[CH:21]=[C:20]([NH:22][C:23]2[CH:28]=[CH:27][C:26]([N:29]3[CH2:34][CH2:33][N:32]([CH3:35])[CH2:31][CH2:30]3)=[CH:25][CH:24]=2)[N:19]=[CH:18][N:17]=1. (3) Given the product [F:1][C:2]1[CH:7]=[CH:6][CH:5]=[C:4]([F:8])[C:3]=1[N:9]1[C:10]2[C:11](=[CH:12][C:13]([F:16])=[CH:14][CH:15]=2)[N:17]=[C:27]([N:9]2[CH2:34][CH2:33][NH:17][CH2:11][CH2:10]2)[C:26]1=[O:25], predict the reactants needed to synthesize it. The reactants are: [F:1][C:2]1[CH:7]=[CH:6][CH:5]=[C:4]([F:8])[C:3]=1[NH:9][C:10]1[C:11]([NH2:17])=[CH:12][C:13]([F:16])=[CH:14][CH:15]=1.C([O:25][CH2:26][CH3:27])(=O)C(OCC)=O.[H-].[Na+].CCO[CH2:33][CH3:34]. (4) Given the product [F:5][C:6]1[CH:7]=[CH:8][C:9]([CH2:12][C:13](=[O:15])[CH3:14])=[CH:10][C:11]=1[N+:1]([O-:4])=[O:2], predict the reactants needed to synthesize it. The reactants are: [N+:1]([O-:4])(O)=[O:2].[F:5][C:6]1[CH:11]=[CH:10][C:9]([CH2:12][C:13](=[O:15])[CH3:14])=[CH:8][CH:7]=1. (5) Given the product [I:1][C:2]1[CH:7]=[CH:6][C:5]([O:8][CH2:9][CH2:10][O:11][CH3:12])=[C:4]([NH2:13])[CH:3]=1, predict the reactants needed to synthesize it. The reactants are: [I:1][C:2]1[CH:7]=[CH:6][C:5]([O:8][CH2:9][CH2:10][O:11][CH3:12])=[C:4]([N+:13]([O-])=O)[CH:3]=1.O.O.Cl[Sn]Cl.Cl.[OH-].[Na+].